From a dataset of Full USPTO retrosynthesis dataset with 1.9M reactions from patents (1976-2016). Predict the reactants needed to synthesize the given product. Given the product [O:16]=[C:8]1[NH:9][C:10](=[O:15])[C:11]([C:13]#[N:14])=[CH:12][N:7]1[CH2:6][CH2:5][CH2:4][CH:17]=[O:21], predict the reactants needed to synthesize it. The reactants are: C(O[C:4](OCC)([CH3:17])[CH2:5][CH2:6][N:7]1[CH:12]=[C:11]([C:13]#[N:14])[C:10](=[O:15])[NH:9][C:8]1=[O:16])C.[O:21]1CCOCC1.